Dataset: Catalyst prediction with 721,799 reactions and 888 catalyst types from USPTO. Task: Predict which catalyst facilitates the given reaction. (1) Reactant: [CH3:1][C:2]1[C:3](=[O:14])[C:4]([CH3:13])([CH2:8][CH:9]=[C:10]([CH3:12])[CH3:11])[CH2:5][CH2:6][CH:7]=1. Product: [CH3:13][C:4]12[CH2:8][CH:9]3[C:10]([CH3:12])([CH3:11])[C:2]([CH3:1])([C:3]1=[O:14])[CH:7]3[CH2:6][CH2:5]2. The catalyst class is: 5. (2) Reactant: [C:1]([N:4]1[C:13]2[C:8](=[CH:9][C:10]([C:14]([O:16]CC)=[O:15])=[CH:11][CH:12]=2)[C@H:7]([NH:19][C:20]2[CH:25]=[CH:24][N:23]=[C:22]([CH3:26])[N:21]=2)[C@@H:6]([CH3:27])[C@@H:5]1[CH:28]1[CH2:30][CH2:29]1)(=[O:3])[CH3:2].[Li+].[OH-]. Product: [C:1]([N:4]1[C:13]2[C:8](=[CH:9][C:10]([C:14]([OH:16])=[O:15])=[CH:11][CH:12]=2)[C@H:7]([NH:19][C:20]2[CH:25]=[CH:24][N:23]=[C:22]([CH3:26])[N:21]=2)[C@@H:6]([CH3:27])[C@@H:5]1[CH:28]1[CH2:29][CH2:30]1)(=[O:3])[CH3:2]. The catalyst class is: 30. (3) Reactant: [H-].[Na+].C(OP([CH2:11][C:12]([O:14][CH2:15][CH3:16])=[O:13])(OCC)=O)C.[Br:17][C:18]1[CH:19]=[C:20]2[C:25](=[C:26]([CH:28]=O)[CH:27]=1)[N:24]([CH3:30])[CH2:23][CH2:22][CH2:21]2.O. Product: [Br:17][C:18]1[CH:19]=[C:20]2[C:25](=[C:26](/[CH:28]=[CH:11]/[C:12]([O:14][CH2:15][CH3:16])=[O:13])[CH:27]=1)[N:24]([CH3:30])[CH2:23][CH2:22][CH2:21]2. The catalyst class is: 11.